Predict the reaction yield, written as a fraction of the theoretical maximum amount of product (1.0 means a 100% yield; for example, 0.34 means a 34% yield). From a dataset of Reaction yield outcomes from USPTO patents with 853,638 reactions. (1) The reactants are Cl[C:2]1[NH:3][C:4](=[O:14])[C:5]2[CH:10]=[CH:9][N:8]([CH2:11][CH2:12][OH:13])[C:6]=2[N:7]=1.[F:15][C:16]1[CH:21]=[C:20]([O:22][CH2:23][CH2:24][O:25][CH3:26])[CH:19]=[C:18]([F:27])[C:17]=1[N:28]1[CH2:33][CH2:32][NH:31][CH2:30][CH2:29]1.CCN(C(C)C)C(C)C.O. The catalyst is C(O)C.CC#N. The product is [F:27][C:18]1[CH:19]=[C:20]([O:22][CH2:23][CH2:24][O:25][CH3:26])[CH:21]=[C:16]([F:15])[C:17]=1[N:28]1[CH2:29][CH2:30][N:31]([C:2]2[NH:3][C:4](=[O:14])[C:5]3[CH:10]=[CH:9][N:8]([CH2:11][CH2:12][OH:13])[C:6]=3[N:7]=2)[CH2:32][CH2:33]1. The yield is 0.310. (2) The reactants are [NH2:1][C@@H:2]([C:6]1[CH:11]=[CH:10][CH:9]=[CH:8][CH:7]=1)[C:3]([OH:5])=[O:4].[C:12](=[O:15])([O-])[O-:13].[Na+].[Na+].C(=O)(O)[O-].[Na+].[CH3:23][C:24]([CH3:26])=O. The catalyst is O. The product is [CH2:23]([O:13][C:12]([NH:1][C@@H:2]([C:6]1[CH:11]=[CH:10][CH:9]=[CH:8][CH:7]=1)[C:3]([OH:5])=[O:4])=[O:15])[C:24]1[CH:26]=[CH:7][CH:6]=[CH:2][CH:3]=1. The yield is 0.800. (3) The product is [Br:16][C:17]1[CH:22]=[C:21]([CH3:23])[C:20]([NH:24][C:4](=[O:5])[CH2:3][C:2]([CH3:8])([CH3:7])[CH3:1])=[C:19]([CH3:25])[CH:18]=1. The catalyst is C(#N)C. The reactants are [CH3:1][C:2]([CH3:8])([CH3:7])[CH2:3][C:4](Cl)=[O:5].C(N(CC)CC)C.[Br:16][C:17]1[CH:22]=[C:21]([CH3:23])[C:20]([NH2:24])=[C:19]([CH3:25])[CH:18]=1.O. The yield is 1.00. (4) The reactants are [Br:1][C:2]1[CH:7]=[C:6]([O:8][CH3:9])[CH:5]=[CH:4][C:3]=1[C:10](O)([CH3:12])[CH3:11].[CH:14]1[CH:19]=[C:18]2[CH:20]=[CH:21][O:22][C:17]2=[CH:16][CH:15]=1. The catalyst is O. The product is [Br:1][C:2]1[CH:7]=[C:6]([O:8][CH3:9])[CH:5]=[CH:4][C:3]=1[C:10]([C:21]1[O:22][C:17]2[CH:16]=[CH:15][CH:14]=[CH:19][C:18]=2[CH:20]=1)([CH3:12])[CH3:11]. The yield is 0.510. (5) The reactants are C([O:4][C:5]1[CH:10]=[CH:9][C:8]([F:11])=[CH:7][C:6]=1[C:12]1[CH:17]=[CH:16][CH:15]=[CH:14][C:13]=1[C:18]1[CH:23]=[CH:22][CH:21]=[CH:20][CH:19]=1)C=C.[C:24]1(C)[CH:29]=C(C)C=C(C)[CH:25]=1. No catalyst specified. The product is [CH2:29]([C:10]1[CH:9]=[C:8]([F:11])[CH:7]=[C:6]([C:12]2[CH:17]=[CH:16][CH:15]=[CH:14][C:13]=2[C:18]2[CH:19]=[CH:20][CH:21]=[CH:22][CH:23]=2)[C:5]=1[OH:4])[CH:24]=[CH2:25]. The yield is 0.960. (6) The reactants are [C:1]12([O:8][C:7]3[CH:9]=[CH:10][C:11]([C:13]4([C:16]([O:18]C)=[O:17])[CH2:15][CH2:14]4)=[CH:12][C:6]=3[O:5]1)[CH2:4][CH2:3][CH2:2]2.[Li+].[OH-].Cl. The catalyst is C1COCC1.O. The product is [C:1]12([O:8][C:7]3[CH:9]=[CH:10][C:11]([C:13]4([C:16]([OH:18])=[O:17])[CH2:15][CH2:14]4)=[CH:12][C:6]=3[O:5]1)[CH2:2][CH2:3][CH2:4]2. The yield is 0.590. (7) The reactants are [O:1]1[C:5]2[CH:6]=[CH:7][CH:8]=[CH:9][C:4]=2[N:3]=[C:2]1[C:10]1[C:19]([N:20]([CH:22]([CH3:24])[CH3:23])[CH3:21])=[N:18][C:17]2[C:12](=[CH:13][CH:14]=[C:15]([C:25]([O:27]C)=[O:26])[CH:16]=2)[N:11]=1.[OH-].[Na+].Cl. The catalyst is O1CCCC1.O. The product is [O:1]1[C:5]2[CH:6]=[CH:7][CH:8]=[CH:9][C:4]=2[N:3]=[C:2]1[C:10]1[C:19]([N:20]([CH:22]([CH3:24])[CH3:23])[CH3:21])=[N:18][C:17]2[C:12](=[CH:13][CH:14]=[C:15]([C:25]([OH:27])=[O:26])[CH:16]=2)[N:11]=1. The yield is 0.230.